From a dataset of Forward reaction prediction with 1.9M reactions from USPTO patents (1976-2016). Predict the product of the given reaction. Given the reactants [CH3:1][C:2]1[C:6]([C:7]2[CH:8]=[C:9]([C:29]([NH2:31])=[O:30])[C:10]3[NH:11][C:12]4[C:17]([C:18]=3[CH:19]=2)=[CH:16][CH:15]=[C:14]([C:20]([N:23]2[CH2:28][CH2:27][O:26][CH2:25][CH2:24]2)([CH3:22])[CH3:21])[CH:13]=4)=[C:5]([CH3:32])[O:4][N:3]=1.Br[CH2:34][CH:35]1[CH2:37][CH2:36]1.C(=O)([O-])[O-].[K+].[K+], predict the reaction product. The product is: [CH:35]1([CH2:34][N:11]2[C:10]3[C:9]([C:29]([NH2:31])=[O:30])=[CH:8][C:7]([C:6]4[C:2]([CH3:1])=[N:3][O:4][C:5]=4[CH3:32])=[CH:19][C:18]=3[C:17]3[C:12]2=[CH:13][C:14]([C:20]([CH3:22])([N:23]2[CH2:28][CH2:27][O:26][CH2:25][CH2:24]2)[CH3:21])=[CH:15][CH:16]=3)[CH2:37][CH2:36]1.